Dataset: Full USPTO retrosynthesis dataset with 1.9M reactions from patents (1976-2016). Task: Predict the reactants needed to synthesize the given product. (1) Given the product [CH2:44]([O:46][C:47](=[O:56])[CH2:48][C:49]1[CH:50]=[N:51][C:52]([C:31]2[CH:32]=[CH:33][C:28]([C:3]([CH2:4][CH3:5])([C:6]3[CH:11]=[CH:10][C:9]([C:12]#[C:13][C:14]([O:23][CH2:24][O:25][CH3:26])([C:19]([F:21])([F:22])[F:20])[C:15]([F:17])([F:16])[F:18])=[C:8]([CH3:27])[CH:7]=3)[CH2:1][CH3:2])=[CH:29][C:30]=2[CH3:43])=[CH:53][CH:54]=1)[CH3:45], predict the reactants needed to synthesize it. The reactants are: [CH2:1]([C:3]([C:28]1[CH:33]=[CH:32][C:31](B2OC(C)(C)C(C)(C)O2)=[C:30]([CH3:43])[CH:29]=1)([C:6]1[CH:11]=[CH:10][C:9]([C:12]#[C:13][C:14]([O:23][CH2:24][O:25][CH3:26])([C:19]([F:22])([F:21])[F:20])[C:15]([F:18])([F:17])[F:16])=[C:8]([CH3:27])[CH:7]=1)[CH2:4][CH3:5])[CH3:2].[CH2:44]([O:46][C:47](=[O:56])[CH2:48][C:49]1[CH:50]=[N:51][C:52](Br)=[CH:53][CH:54]=1)[CH3:45].P([O-])([O-])([O-])=O.[K+].[K+].[K+]. (2) Given the product [CH3:1][O:2][CH:3]([O:23][CH3:24])[C:4]1[CH:5]=[C:6]2[C:10](=[CH:11][CH:12]=1)[N:9]([S:13]([C:16]1[CH:21]=[CH:20][C:19]([CH3:22])=[CH:18][CH:17]=1)(=[O:15])=[O:14])[C:8]([CH:32]=[O:33])=[CH:7]2, predict the reactants needed to synthesize it. The reactants are: [CH3:1][O:2][CH:3]([O:23][CH3:24])[C:4]1[CH:5]=[C:6]2[C:10](=[CH:11][CH:12]=1)[N:9]([S:13]([C:16]1[CH:21]=[CH:20][C:19]([CH3:22])=[CH:18][CH:17]=1)(=[O:15])=[O:14])[CH:8]=[CH:7]2.C([Li])CCC.CN(C)[CH:32]=[O:33].O. (3) Given the product [CH3:1][C:2]1[CH:7]=[CH:6][C:5]([S:8]([N:11]2[C@H:17]([CH2:18][NH:19][C:20]3[CH:25]=[CH:24][C:23]([C:26]([F:28])([F:27])[F:29])=[CH:22][N:21]=3)[CH2:16][C@@H:15]3[C@@H:13]([CH2:14]3)[CH2:12]2)(=[O:9])=[O:10])=[CH:4][CH:3]=1, predict the reactants needed to synthesize it. The reactants are: [CH3:1][C:2]1[CH:7]=[CH:6][C:5]([S:8]([N:11]2[C@H:17](/[CH:18]=[N:19]/[C:20]3[CH:25]=[CH:24][C:23]([C:26]([F:29])([F:28])[F:27])=[CH:22][N:21]=3)[CH2:16][C@@H:15]3[C@@H:13]([CH2:14]3)[CH2:12]2)(=[O:10])=[O:9])=[CH:4][CH:3]=1.CC(O)=O.C(O[BH-](OC(=O)C)OC(=O)C)(=O)C.[Na+]. (4) Given the product [Cl:1][C:2]1[C:3]([CH2:17][CH2:18][NH2:19])=[N:4][CH:5]=[C:6]([N:8]2[CH:12]=[CH:11][C:10]([C:13]([F:14])([F:16])[F:15])=[N:9]2)[CH:7]=1, predict the reactants needed to synthesize it. The reactants are: [Cl:1][C:2]1[C:3]([CH2:17][C:18]#[N:19])=[N:4][CH:5]=[C:6]([N:8]2[CH:12]=[CH:11][C:10]([C:13]([F:16])([F:15])[F:14])=[N:9]2)[CH:7]=1.[H][H]. (5) Given the product [F:21][C:16]1[CH:17]=[CH:18][CH:19]=[CH:20][C:15]=1[C@H:13]1[C:12]2[CH:11]=[CH:10][CH:9]=[CH:8][C:7]=2[C:6]2[N:43]=[C:41]([NH:40][C:37]3[CH:38]=[CH:39][C:34]([N:31]4[CH2:30][CH2:29][N:28]([CH2:27][CH2:26][CH2:25][CH2:24][OH:23])[CH2:33][CH2:32]4)=[CH:35][CH:36]=3)[N:42]=[CH:4][C:5]=2[CH2:14]1, predict the reactants needed to synthesize it. The reactants are: CN(/[CH:4]=[C:5]1\[C:6](=O)[C:7]2[C:12]([C@H:13]([C:15]3[CH:20]=[CH:19][CH:18]=[CH:17][C:16]=3[F:21])[CH2:14]\1)=[CH:11][CH:10]=[CH:9][CH:8]=2)C.[OH:23][CH2:24][CH2:25][CH2:26][CH2:27][N:28]1[CH2:33][CH2:32][N:31]([C:34]2[CH:39]=[CH:38][C:37]([NH:40][C:41]([NH2:43])=[NH:42])=[CH:36][CH:35]=2)[CH2:30][CH2:29]1.